This data is from Full USPTO retrosynthesis dataset with 1.9M reactions from patents (1976-2016). The task is: Predict the reactants needed to synthesize the given product. (1) Given the product [F:1][C:2]1[CH:3]=[CH:4][C:5]([O:33][CH3:34])=[C:6]([C:8]2[NH:12][N:11]=[CH:10][C:9]=2[NH:21][C:22]([C:24]2[CH:25]=[N:26][N:27]3[CH:32]=[CH:31][CH:30]=[N:29][C:28]=23)=[O:23])[CH:7]=1, predict the reactants needed to synthesize it. The reactants are: [F:1][C:2]1[CH:3]=[CH:4][C:5]([O:33][CH3:34])=[C:6]([C:8]2[N:12](CCOC[Si](C)(C)C)[N:11]=[CH:10][C:9]=2[NH:21][C:22]([C:24]2[CH:25]=[N:26][N:27]3[CH:32]=[CH:31][CH:30]=[N:29][C:28]=23)=[O:23])[CH:7]=1.Cl. (2) Given the product [CH3:8][O:9][C:10]1[CH:15]=[CH:14][C:13]([C:2]2[CH:7]=[CH:6][CH:5]=[CH:4][CH:3]=2)=[CH:12][CH:11]=1, predict the reactants needed to synthesize it. The reactants are: Br[C:2]1[CH:7]=[CH:6][CH:5]=[CH:4][CH:3]=1.[CH3:8][O:9][C:10]1[CH:15]=[CH:14][C:13](B(O)O)=[CH:12][CH:11]=1.[F-].[K+]. (3) Given the product [Cl:23][CH2:24][C:25]([NH:26][C:10]1([C:7]2[CH:8]=[CH:9][C:4]([O:3][C:2]([F:22])([F:21])[F:1])=[CH:5][CH:6]=2)[C:15]2=[N:16][CH:17]=[CH:18][CH:19]=[C:14]2[O:13][CH2:12][CH2:11]1)=[O:29], predict the reactants needed to synthesize it. The reactants are: [F:1][C:2]([F:22])([F:21])[O:3][C:4]1[CH:9]=[CH:8][C:7]([C:10]2(O)[C:15]3=[N:16][CH:17]=[CH:18][CH:19]=[C:14]3[O:13][CH2:12][CH2:11]2)=[CH:6][CH:5]=1.[Cl:23][CH2:24][C:25]#[N:26].C(O)(=[O:29])C.OS(O)(=O)=O. (4) Given the product [Cl:19][C:3]1[CH:4]=[C:5]([NH:12][C:13]2[N:17]=[C:16]([NH2:18])[NH:15][N:14]=2)[CH:6]=[C:7]([C:8]([F:11])([F:10])[F:9])[C:2]=1[C:60]1[CH:59]=[CH:58][C:57]([S:54]([N:51]2[CH2:52][CH2:53][C:48]([F:47])([F:72])[CH2:49][CH2:50]2)(=[O:56])=[O:55])=[CH:62][CH:61]=1, predict the reactants needed to synthesize it. The reactants are: Br[C:2]1[C:7]([C:8]([F:11])([F:10])[F:9])=[CH:6][C:5]([NH:12][C:13]2[N:17]=[C:16]([NH2:18])[NH:15][N:14]=2)=[CH:4][C:3]=1[Cl:19].CN1C(C)(C)CC(SC2C=CC(B3OC(C)(C)C(C)(C)O3)=CC=2)CC1(C)C.[F:47][C:48]1([F:72])[CH2:53][CH2:52][N:51]([S:54]([C:57]2[CH:62]=[CH:61][C:60](B3OC(C)(C)C(C)(C)O3)=[CH:59][CH:58]=2)(=[O:56])=[O:55])[CH2:50][CH2:49]1.C([O-])([O-])=O.[K+].[K+]. (5) Given the product [CH2:12]([C:14]1[CH:21]=[CH:20][C:17]([C:18]#[N:19])=[CH:16][CH:15]=1)[CH2:11][CH2:10][CH2:9][CH2:8][CH2:7][CH2:6][CH2:5][CH2:4][CH2:3][CH2:2][CH3:1], predict the reactants needed to synthesize it. The reactants are: [CH2:1]=[CH:2][CH2:3][CH2:4][CH2:5][CH2:6][CH2:7][CH2:8][CH2:9][CH2:10][CH2:11][CH3:12].I[C:14]1[CH:21]=[CH:20][C:17]([C:18]#[N:19])=[CH:16][CH:15]=1. (6) Given the product [C:11]([O:10][C:8](=[O:9])/[CH:7]=[C:22]1/[CH2:21][N:20]([C:24]([O:26][C:27]([CH3:30])([CH3:29])[CH3:28])=[O:25])[CH2:19][CH2:18][CH2:23]/1)([CH3:12])([CH3:13])[CH3:14].[C:11]([O:10][C:8](=[O:9])/[CH:7]=[C:22]1\[CH2:21][N:20]([C:24]([O:26][C:27]([CH3:30])([CH3:29])[CH3:28])=[O:25])[CH2:19][CH2:18][CH2:23]\1)([CH3:12])([CH3:13])[CH3:14], predict the reactants needed to synthesize it. The reactants are: COP([CH2:7][C:8]([O:10][C:11]([CH3:14])([CH3:13])[CH3:12])=[O:9])(OC)=O.[H-].[Na+].O=[C:18]1[CH2:23][CH2:22][CH2:21][N:20]([C:24]([O:26][C:27]([CH3:30])([CH3:29])[CH3:28])=[O:25])[CH2:19]1. (7) Given the product [N:12]1([C:10](=[O:11])[CH2:9][CH:8]([CH2:18][S:19]([CH2:22][C:23]2[CH:24]=[CH:25][CH:26]=[CH:27][CH:28]=2)(=[O:20])=[O:21])[C:7]([NH:6][CH:3]([C:2]([C:30]2[O:31][C:32]([C:35]3[CH:36]=[CH:37][CH:38]=[CH:39][CH:40]=3)=[N:33][N:34]=2)=[O:1])[CH2:4][CH3:5])=[O:29])[CH2:17][CH2:16][O:15][CH2:14][CH2:13]1, predict the reactants needed to synthesize it. The reactants are: [OH:1][CH:2]([C:30]1[O:31][C:32]([C:35]2[CH:40]=[CH:39][CH:38]=[CH:37][CH:36]=2)=[N:33][N:34]=1)[CH:3]([NH:6][C:7](=[O:29])[CH:8]([CH2:18][S:19]([CH2:22][C:23]1[CH:28]=[CH:27][CH:26]=[CH:25][CH:24]=1)(=[O:21])=[O:20])[CH2:9][C:10]([N:12]1[CH2:17][CH2:16][O:15][CH2:14][CH2:13]1)=[O:11])[CH2:4][CH3:5].CC(OI1(OC(C)=O)(OC(C)=O)OC(=O)C2C=CC=CC1=2)=O.[O-]S([O-])(=S)=O.[Na+].[Na+].C([O-])(O)=O.[Na+]. (8) Given the product [CH3:9][C:10]1([CH3:19])[CH2:15][CH2:14][C:13]([C:2]2[CH:8]=[CH:7][CH:6]=[CH:5][C:3]=2[NH2:4])=[CH:12][CH2:11]1, predict the reactants needed to synthesize it. The reactants are: Br[C:2]1[CH:8]=[CH:7][CH:6]=[CH:5][C:3]=1[NH2:4].[CH3:9][C:10]1([CH3:19])[CH2:15][CH2:14][C:13](B(O)O)=[CH:12][CH2:11]1.